This data is from Full USPTO retrosynthesis dataset with 1.9M reactions from patents (1976-2016). The task is: Predict the reactants needed to synthesize the given product. The reactants are: [CH2:1]([C:8]1[N:13]=[N:12][C:11]([N:14]2[CH2:19][CH2:18][N:17]([C:20]3[CH:25]=[N:24][C:23]([C:26](=[O:29])[CH2:27][OH:28])=[CH:22][N:21]=3)[C@H:16]([CH3:30])[CH2:15]2)=[C:10]([CH3:31])[C:9]=1[CH3:32])[C:2]1[CH:7]=[CH:6][CH:5]=[CH:4][CH:3]=1.[BH4-].[Na+].Cl. Given the product [CH2:1]([C:8]1[N:13]=[N:12][C:11]([N:14]2[CH2:19][CH2:18][N:17]([C:20]3[CH:25]=[N:24][C:23]([CH:26]([OH:29])[CH2:27][OH:28])=[CH:22][N:21]=3)[C@H:16]([CH3:30])[CH2:15]2)=[C:10]([CH3:31])[C:9]=1[CH3:32])[C:2]1[CH:7]=[CH:6][CH:5]=[CH:4][CH:3]=1, predict the reactants needed to synthesize it.